Dataset: NCI-60 drug combinations with 297,098 pairs across 59 cell lines. Task: Regression. Given two drug SMILES strings and cell line genomic features, predict the synergy score measuring deviation from expected non-interaction effect. (1) Cell line: SN12C. Drug 1: CC1=C(C=C(C=C1)C(=O)NC2=CC(=CC(=C2)C(F)(F)F)N3C=C(N=C3)C)NC4=NC=CC(=N4)C5=CN=CC=C5. Drug 2: CC1CCCC2(C(O2)CC(NC(=O)CC(C(C(=O)C(C1O)C)(C)C)O)C(=CC3=CSC(=N3)C)C)C. Synergy scores: CSS=34.8, Synergy_ZIP=1.62, Synergy_Bliss=-0.924, Synergy_Loewe=-23.8, Synergy_HSA=-1.84. (2) Drug 1: CC1=C(N=C(N=C1N)C(CC(=O)N)NCC(C(=O)N)N)C(=O)NC(C(C2=CN=CN2)OC3C(C(C(C(O3)CO)O)O)OC4C(C(C(C(O4)CO)O)OC(=O)N)O)C(=O)NC(C)C(C(C)C(=O)NC(C(C)O)C(=O)NCCC5=NC(=CS5)C6=NC(=CS6)C(=O)NCCC[S+](C)C)O. Drug 2: C1=NNC2=C1C(=O)NC=N2. Cell line: HOP-62. Synergy scores: CSS=51.2, Synergy_ZIP=-0.598, Synergy_Bliss=-0.337, Synergy_Loewe=-29.2, Synergy_HSA=0.904.